Dataset: Full USPTO retrosynthesis dataset with 1.9M reactions from patents (1976-2016). Task: Predict the reactants needed to synthesize the given product. (1) The reactants are: [CH3:1][O:2][C:3](=[O:11])[C:4]1[CH:9]=[CH:8][N:7]=[C:6](I)[CH:5]=1.[Cl:12][C:13]1[CH:14]=[C:15](B(O)O)[CH:16]=[CH:17][C:18]=1[Cl:19]. Given the product [CH3:1][O:2][C:3](=[O:11])[C:4]1[CH:9]=[CH:8][N:7]=[C:6]([C:16]2[CH:15]=[CH:14][C:13]([Cl:12])=[C:18]([Cl:19])[CH:17]=2)[CH:5]=1, predict the reactants needed to synthesize it. (2) Given the product [CH:1]1([CH2:6][C:7](=[CH2:11])[C:8]([OH:10])=[O:9])[CH2:5][CH2:4][CH2:3][CH2:2]1, predict the reactants needed to synthesize it. The reactants are: [CH:1]1([CH2:6][CH:7]([C:11](O)=O)[C:8]([OH:10])=[O:9])[CH2:5][CH2:4][CH2:3][CH2:2]1.N1CCCCC1.C=O. (3) Given the product [Br:8][C:5]1[CH:6]=[CH:7][C:2]2[N:1]=[CH:17][N:9]([C:10]3[CH:15]=[CH:14][N:13]=[C:12]([NH2:16])[N:11]=3)[C:3]=2[CH:4]=1, predict the reactants needed to synthesize it. The reactants are: [NH2:1][C:2]1[CH:7]=[CH:6][C:5]([Br:8])=[CH:4][C:3]=1[NH:9][C:10]1[CH:15]=[CH:14][N:13]=[C:12]([NH2:16])[N:11]=1.[CH:17](OC)(OC)OC.CC1C=CC(S(O)(=O)=O)=CC=1.C([O-])(O)=O.[Na+]. (4) Given the product [Cl:19][C:20]1[CH:21]=[C:22]([NH:27][C:2]2[C:11]3[C:6](=[C:7]([O:15][CH3:16])[CH:8]=[C:9]([N+:12]([O-:14])=[O:13])[CH:10]=3)[N:5]=[CH:4][C:3]=2[C:17]#[N:18])[CH:23]=[CH:24][C:25]=1[F:26], predict the reactants needed to synthesize it. The reactants are: Cl[C:2]1[C:11]2[C:6](=[C:7]([O:15][CH3:16])[CH:8]=[C:9]([N+:12]([O-:14])=[O:13])[CH:10]=2)[N:5]=[CH:4][C:3]=1[C:17]#[N:18].[Cl:19][C:20]1[CH:21]=[C:22]([NH2:27])[CH:23]=[CH:24][C:25]=1[F:26]. (5) Given the product [O:30]=[S:22]1(=[O:31])[C:23]2[CH:29]=[CH:28][CH:27]=[CH:26][C:24]=2[CH2:25][N:19]([C:10]2[CH:9]=[C:8]([NH:7][CH2:6][C:2]3([NH:1][CH2:32][CH3:33])[CH2:5][O:4][CH2:3]3)[C:17]3[C:12](=[CH:13][CH:14]=[C:15]([CH3:18])[CH:16]=3)[N:11]=2)[CH2:20][CH2:21]1, predict the reactants needed to synthesize it. The reactants are: [NH2:1][C:2]1([CH2:6][NH:7][C:8]2[C:17]3[C:12](=[CH:13][CH:14]=[C:15]([CH3:18])[CH:16]=3)[N:11]=[C:10]([N:19]3[CH2:25][C:24]4[CH:26]=[CH:27][CH:28]=[CH:29][C:23]=4[S:22](=[O:31])(=[O:30])[CH2:21][CH2:20]3)[CH:9]=2)[CH2:5][O:4][CH2:3]1.[CH:32](=O)[CH3:33].C(O)(=O)C.C([BH3-])#N.[Na+]. (6) Given the product [CH3:40][C:24]1[CH:23]=[CH:22][C:21]([NH:20][C:15]([C:14]2[CH:18]=[CH:19][C:11]([CH2:10][N:7]3[CH2:6][CH2:5][N:4]([CH3:3])[CH2:9][CH2:8]3)=[CH:12][CH:13]=2)=[O:17])=[CH:26][C:25]=1[NH:27][C:28]1[N:29]=[CH:30][CH:31]=[C:32]([C:34]2[CH:39]=[CH:38][CH:37]=[N:36][CH:35]=2)[N:33]=1, predict the reactants needed to synthesize it. The reactants are: Cl.Cl.[CH3:3][N:4]1[CH2:9][CH2:8][N:7]([CH2:10][C:11]2[CH:19]=[CH:18][C:14]([C:15]([OH:17])=O)=[CH:13][CH:12]=2)[CH2:6][CH2:5]1.[NH2:20][C:21]1[CH:22]=[CH:23][C:24]([CH3:40])=[C:25]([NH:27][C:28]2[N:33]=[C:32]([C:34]3[CH:35]=[N:36][CH:37]=[CH:38][CH:39]=3)[CH:31]=[CH:30][N:29]=2)[CH:26]=1. (7) Given the product [C:1]([C:5]1[N:10]=[CH:9][C:8]([C:11]2[N:12]([C:32]([N:34]3[CH2:35][CH2:36][CH:37]([CH2:40][C:41]([N:48]([CH3:47])[C@H:49]([C:51]4[CH:56]=[CH:55][CH:54]=[CH:53][CH:52]=4)[CH3:50])=[O:43])[CH2:38][CH2:39]3)=[O:33])[C@@:13]([C:25]3[CH:30]=[CH:29][C:28]([Cl:31])=[CH:27][CH:26]=3)([CH3:24])[C@@:14]([C:17]3[CH:22]=[CH:21][C:20]([Cl:23])=[CH:19][CH:18]=3)([CH3:16])[N:15]=2)=[C:7]([O:44][CH2:45][CH3:46])[CH:6]=1)([CH3:2])([CH3:4])[CH3:3], predict the reactants needed to synthesize it. The reactants are: [C:1]([C:5]1[N:10]=[CH:9][C:8]([C:11]2[N:12]([C:32]([N:34]3[CH2:39][CH2:38][CH:37]([CH2:40][C:41]([OH:43])=O)[CH2:36][CH2:35]3)=[O:33])[C@@:13]([C:25]3[CH:30]=[CH:29][C:28]([Cl:31])=[CH:27][CH:26]=3)([CH3:24])[C@@:14]([C:17]3[CH:22]=[CH:21][C:20]([Cl:23])=[CH:19][CH:18]=3)([CH3:16])[N:15]=2)=[C:7]([O:44][CH2:45][CH3:46])[CH:6]=1)([CH3:4])([CH3:3])[CH3:2].[CH3:47][NH:48][C@H:49]([C:51]1[CH:56]=[CH:55][CH:54]=[CH:53][CH:52]=1)[CH3:50]. (8) Given the product [C:12]([O:16][C:17]([N:19]1[CH2:24][CH2:23][C@H:22]([O:25][S:7]([C:4]2[CH:5]=[CH:6][C:1]([CH3:11])=[CH:2][CH:3]=2)(=[O:9])=[O:8])[C@H:21]([F:26])[CH2:20]1)=[O:18])([CH3:15])([CH3:13])[CH3:14], predict the reactants needed to synthesize it. The reactants are: [C:1]1([CH3:11])[CH:6]=[CH:5][C:4]([S:7](Cl)(=[O:9])=[O:8])=[CH:3][CH:2]=1.[C:12]([O:16][C:17]([N:19]1[CH2:24][CH2:23][C@H:22]([OH:25])[C@H:21]([F:26])[CH2:20]1)=[O:18])([CH3:15])([CH3:14])[CH3:13]. (9) Given the product [CH2:38]([S:40]([N:1]1[CH:5]=[C:4]([NH:6][C:7]2[N:8]=[CH:9][C:10]([CH2:13][CH2:14][C:15]3[CH:16]=[C:17]([CH:22]=[C:23]([O:26][CH3:27])[C:24]=3[F:25])[C:18]([NH:20][CH3:21])=[O:19])=[CH:11][N:12]=2)[CH:3]=[N:2]1)(=[O:42])=[O:41])[CH3:39], predict the reactants needed to synthesize it. The reactants are: [NH:1]1[CH:5]=[C:4]([NH:6][C:7]2[N:12]=[CH:11][C:10]([CH2:13][CH2:14][C:15]3[CH:16]=[C:17]([CH:22]=[C:23]([O:26][CH3:27])[C:24]=3[F:25])[C:18]([NH:20][CH3:21])=[O:19])=[CH:9][N:8]=2)[CH:3]=[N:2]1.C[Si]([N-][Si](C)(C)C)(C)C.[K+].[CH2:38]([S:40](Cl)(=[O:42])=[O:41])[CH3:39]. (10) The reactants are: [OH:1][C:2]1[C:11]2[C:6](=[CH:7][CH:8]=[CH:9][CH:10]=2)[C:5]([NH:12][S:13]([C:16]2[S:17][CH:18]=[CH:19][CH:20]=2)(=[O:15])=[O:14])=[CH:4][C:3]=1[S:21][C:22]1N(C)N=NN=1.Cl[C:29]1C(=O)C2C(=CC=CC=2)C(=O)C=1NC1C=CC(S(NC2C=CC(OC)=CC=2)(=O)=O)=C(OC)C=1. Given the product [CH2:22]([S:21][C:3]1[CH:4]=[C:5]([NH:12][S:13]([C:16]2[S:17][CH:18]=[CH:19][CH:20]=2)(=[O:15])=[O:14])[C:6]2[C:11]([C:2]=1[OH:1])=[CH:10][CH:9]=[CH:8][CH:7]=2)[CH3:29], predict the reactants needed to synthesize it.